Dataset: Forward reaction prediction with 1.9M reactions from USPTO patents (1976-2016). Task: Predict the product of the given reaction. (1) Given the reactants [CH3:1][O:2][C:3](=[O:15])[C:4]1[CH:9]=[C:8]([S:10]([CH3:13])(=[O:12])=[O:11])[CH:7]=[C:6]([NH2:14])[CH:5]=1.C(N(CC)CC)C.CN(C1C=CC=CN=1)C.[C:32]([O:36][C:37](O[C:37]([O:36][C:32]([CH3:35])([CH3:34])[CH3:33])=[O:38])=[O:38])([CH3:35])([CH3:34])[CH3:33], predict the reaction product. The product is: [CH3:1][O:2][C:3](=[O:15])[C:4]1[CH:9]=[C:8]([S:10]([CH3:13])(=[O:12])=[O:11])[CH:7]=[C:6]([NH:14][C:37]([O:36][C:32]([CH3:35])([CH3:34])[CH3:33])=[O:38])[CH:5]=1. (2) Given the reactants [C:1]([C:3]1[CH:8]=[CH:7][C:6]([NH:9][S:10]([CH3:13])(=[O:12])=[O:11])=[C:5]([F:14])[CH:4]=1)#[N:2], predict the reaction product. The product is: [NH2:2][CH2:1][C:3]1[CH:8]=[CH:7][C:6]([NH:9][S:10]([CH3:13])(=[O:12])=[O:11])=[C:5]([F:14])[CH:4]=1. (3) Given the reactants C(=O)([O-])[O-].[K+].[K+].[O:7]=[C:8]1[CH2:12][CH2:11][CH2:10][CH:9]1[C:13]([O:15][CH3:16])=[O:14].[CH2:17](Br)[C:18]1[CH:23]=[CH:22][CH:21]=[CH:20][CH:19]=1, predict the reaction product. The product is: [CH2:17]([C:9]1([C:13]([O:15][CH3:16])=[O:14])[CH2:10][CH2:11][CH2:12][C:8]1=[O:7])[C:18]1[CH:23]=[CH:22][CH:21]=[CH:20][CH:19]=1. (4) Given the reactants Cl.Cl.[O:3]1[C:8]2=[CH:9][CH:10]=[CH:11][C:7]2=[CH:6][C:5]([CH:12]2[CH2:17][CH2:16][CH2:15][CH2:14][N:13]2[CH2:18][CH2:19][C@H:20]2[CH2:25][CH2:24][C@H:23]([NH2:26])[CH2:22][CH2:21]2)=[CH:4]1.[CH3:27][CH:28]([CH3:34])[CH2:29][CH2:30][C:31](O)=[O:32], predict the reaction product. The product is: [O:3]1[C:8]2=[CH:9][CH:10]=[CH:11][C:7]2=[CH:6][C:5]([CH:12]2[CH2:17][CH2:16][CH2:15][CH2:14][N:13]2[CH2:18][CH2:19][C@H:20]2[CH2:21][CH2:22][C@H:23]([NH:26][C:31](=[O:32])[CH2:30][CH2:29][CH:28]([CH3:34])[CH3:27])[CH2:24][CH2:25]2)=[CH:4]1. (5) Given the reactants [Cl:1][C:2]1[N:7]=[N:6][C:5]([O:8][CH3:9])=[C:4]([CH:10]([NH2:12])[CH3:11])[CH:3]=1, predict the reaction product. The product is: [ClH:1].[CH3:9][O:8][C:5]1[N:6]=[N:7][CH:2]=[CH:3][C:4]=1[CH:10]([NH2:12])[CH3:11]. (6) The product is: [NH:20]1[CH2:19][CH2:18][CH2:17][N:16]=[C:15]1[NH:14][CH2:13][CH2:12][CH2:11][CH2:10][C:9]([OH:21])=[O:8]. Given the reactants C([O:8][C:9](=[O:21])[CH2:10][CH2:11][CH2:12][CH2:13][NH:14][C:15]1[NH:16][CH2:17][CH2:18][CH2:19][N:20]=1)C1C=CC=CC=1.FC(F)(F)C(O)=O, predict the reaction product. (7) Given the reactants [Cl:1][C:2]1[CH:3]=[C:4]([O:9][CH3:10])[CH:5]=[CH:6][C:7]=1[F:8].[I:11]I, predict the reaction product. The product is: [Cl:1][C:2]1[C:7]([F:8])=[CH:6][C:5]([I:11])=[C:4]([O:9][CH3:10])[CH:3]=1. (8) The product is: [CH:1]([CH:4]1[NH:8][C:7](=[O:9])[N:6]([CH2:17][C:16]2[CH:19]=[CH:20][C:13]([O:12][CH3:11])=[CH:14][CH:15]=2)[C:5]1=[O:10])([CH3:3])[CH3:2]. Given the reactants [CH:1]([CH:4]1[NH:8][C:7](=[O:9])[NH:6][C:5]1=[O:10])([CH3:3])[CH3:2].[CH3:11][O:12][C:13]1[CH:20]=[CH:19][C:16]([CH2:17]Cl)=[CH:15][CH:14]=1, predict the reaction product. (9) Given the reactants [OH:1][C@@H:2]1[CH2:7][C@@H:6]2[CH2:8][CH2:9][C@H:3]1[C@@H:4]([C:10]([O:12]CC)=[O:11])[NH:5]2.[OH-].[Na+].[C:17](O[C:17]([O:19][C:20]([CH3:23])([CH3:22])[CH3:21])=[O:18])([O:19][C:20]([CH3:23])([CH3:22])[CH3:21])=[O:18], predict the reaction product. The product is: [C:20]([O:19][C:17]([N:5]1[C@H:4]([C:10]([OH:12])=[O:11])[C@@H:3]2[CH2:9][CH2:8][C@H:6]1[CH2:7][C@H:2]2[OH:1])=[O:18])([CH3:23])([CH3:22])[CH3:21]. (10) Given the reactants [Cl:1][C:2]1[CH:7]=[CH:6][CH:5]=[C:4]([Cl:8])[C:3]=1[CH2:9][CH2:10][C:11]1[C:15]([CH2:16][OH:17])=[C:14]([CH:18]([CH3:20])[CH3:19])[O:13][N:12]=1.O[C:22]1[CH:27]=[CH:26][C:25]([C:28]2[CH:29]=[C:30]3[C:35](=[CH:36][CH:37]=2)[CH:34]=[C:33]([C:38]([O:40][CH3:41])=[O:39])[CH:32]=[CH:31]3)=[CH:24][CH:23]=1.C1(P(C2C=CC=CC=2)C2C=CC=CC=2)C=CC=CC=1.N(C(OC(C)C)=O)=NC(OC(C)C)=O, predict the reaction product. The product is: [Cl:1][C:2]1[CH:7]=[CH:6][CH:5]=[C:4]([Cl:8])[C:3]=1[CH2:9][CH2:10][C:11]1[C:15]([CH2:16][O:17][C:22]2[CH:23]=[CH:24][C:25]([C:28]3[CH:29]=[C:30]4[C:35](=[CH:36][CH:37]=3)[CH:34]=[C:33]([C:38]([O:40][CH3:41])=[O:39])[CH:32]=[CH:31]4)=[CH:26][CH:27]=2)=[C:14]([CH:18]([CH3:20])[CH3:19])[O:13][N:12]=1.